From a dataset of Forward reaction prediction with 1.9M reactions from USPTO patents (1976-2016). Predict the product of the given reaction. (1) Given the reactants [CH2:1]([N:8]1[CH2:13][CH2:12][CH:11]([C:14]([NH:16][C:17]2[CH:22]=[CH:21][C:20]([CH2:23][NH:24][C:25]3[C:34]4[C:29](=[CH:30][C:31](I)=[CH:32][CH:33]=4)[N:28]=[C:27]([N:36]([CH3:38])[CH3:37])[N:26]=3)=[CH:19][CH:18]=2)=[O:15])[CH2:10][CH2:9]1)[C:2]1[CH:7]=[CH:6][CH:5]=[CH:4][CH:3]=1.[CH3:39][C:40]([CH3:47])([CH3:46])/[CH:41]=[CH:42]/B(O)O, predict the reaction product. The product is: [CH2:1]([N:8]1[CH2:13][CH2:12][CH:11]([C:14]([NH:16][C:17]2[CH:22]=[CH:21][C:20]([CH2:23][NH:24][C:25]3[C:34]4[C:29](=[CH:30][C:31](/[CH:42]=[CH:41]/[C:40]([CH3:47])([CH3:46])[CH3:39])=[CH:32][CH:33]=4)[N:28]=[C:27]([N:36]([CH3:38])[CH3:37])[N:26]=3)=[CH:19][CH:18]=2)=[O:15])[CH2:10][CH2:9]1)[C:2]1[CH:7]=[CH:6][CH:5]=[CH:4][CH:3]=1. (2) Given the reactants Cl.[NH2:2][CH2:3][C:4]([NH:6][CH:7]([C:14]1[CH:19]=[CH:18][C:17]([Cl:20])=[CH:16][CH:15]=1)[C:8]1[CH:13]=[CH:12][CH:11]=[CH:10][CH:9]=1)=[O:5].[CH3:21][O:22][C:23]1[CH:31]=[CH:30][C:26]([C:27](Cl)=[O:28])=[CH:25][CH:24]=1, predict the reaction product. The product is: [Cl:20][C:17]1[CH:18]=[CH:19][C:14]([CH:7]([NH:6][C:4]([CH2:3][NH:2][C:27](=[O:28])[C:26]2[CH:30]=[CH:31][C:23]([O:22][CH3:21])=[CH:24][CH:25]=2)=[O:5])[C:8]2[CH:13]=[CH:12][CH:11]=[CH:10][CH:9]=2)=[CH:15][CH:16]=1. (3) Given the reactants [O:1]1[CH2:7][CH:6]([N:8]2[C:12]([C:13]3[CH:18]=[CH:17][C:16](B4OC(C)(C)C(C)(C)O4)=[CH:15][C:14]=3[N+:28]([O-:30])=[O:29])=[C:11]([C:31]([O:33][CH2:34][CH3:35])=[O:32])[CH:10]=[N:9]2)[CH2:5][O:4][CH2:3][CH2:2]1.O1[CH2:41][CH2:40][O:39][CH2:38]C1, predict the reaction product. The product is: [O:4]1[CH2:5][CH:6]([N:8]2[C:12]([C:13]3[CH:18]=[CH:17][C:16]([C:41]4[C:40]([O:39][CH3:38])=[N:8][C:12]([CH3:11])=[CH:13][C:14]=4[CH3:15])=[CH:15][C:14]=3[N+:28]([O-:30])=[O:29])=[C:11]([C:31]([O:33][CH2:34][CH3:35])=[O:32])[CH:10]=[N:9]2)[CH2:7][O:1][CH2:2][CH2:3]1. (4) Given the reactants [F:1][C:2]1[CH:3]=[CH:4][CH:5]=[C:6]2[C:10]=1[N:9]([CH2:11][CH2:12][F:13])[C:8](=[O:14])[C:7]2=O, predict the reaction product. The product is: [F:1][C:2]1[CH:3]=[CH:4][CH:5]=[C:6]2[C:10]=1[N:9]([CH2:11][CH2:12][F:13])[C:8](=[O:14])[CH2:7]2. (5) Given the reactants [NH2:1][C:2]([C:5]([OH:7])=O)([CH3:4])[CH3:3].[NH:8]1[C:16]2[C:11](=[CH:12][CH:13]=[CH:14][CH:15]=2)[CH:10]=[CH:9]1.[NH2:17][C@H:18]([C:29](O)=O)[CH2:19][C:20]1[C:28]2[C:23](=[CH:24][CH:25]=[CH:26][CH:27]=2)[NH:22][CH:21]=1.N1[CH:36]=[CH:35][N:34]=[N:33]1, predict the reaction product. The product is: [NH:8]1[C:16]2[C:11](=[CH:12][CH:13]=[CH:14][CH:15]=2)[C:10]([CH2:29][CH2:18][N:17]2[C:35]([CH2:36][CH2:19][C:20]3[C:28]4[C:23](=[CH:24][CH:25]=[CH:26][CH:27]=4)[NH:22][CH:21]=3)=[N:34][N:33]=[C:29]2[C@H:18]([NH:17][C:5](=[O:7])[C:2]([NH2:1])([CH3:4])[CH3:3])[CH2:19][C:20]2[C:28]3[C:23](=[CH:24][CH:25]=[CH:26][CH:27]=3)[NH:22][CH:21]=2)=[CH:9]1. (6) Given the reactants [CH:1]([C:4]1[N:5]=[C:6]([C:9]2[CH:18]=[C:17]([O:19][CH2:20][CH2:21][C@@H:22]3[NH:36][C:35](=[O:37])[N:34]([CH3:38])[CH2:33][CH2:32][CH2:31][CH2:30][CH:29]=[CH:28][C@H:27]4[C@@:25]([C:39]([O:41]CC)=[O:40])([CH2:26]4)[NH:24][C:23]3=[O:44])[C:16]3[C:11](=[C:12]([Cl:47])[C:13]([O:45][CH3:46])=[CH:14][CH:15]=3)[N:10]=2)[S:7][CH:8]=1)([CH3:3])[CH3:2].C(C1N=C(C2C=C(OCC[C@@H]3NC(=O)N(C)CCCCC=C[C@H]4[C@@](C(O)=O)(C4)NC3=O)C3C(=C(C)C(OC)=CC=3)N=2)SC=1)(C)C, predict the reaction product. The product is: [CH:1]([C:4]1[N:5]=[C:6]([C:9]2[CH:18]=[C:17]([O:19][CH2:20][CH2:21][C@@H:22]3[NH:36][C:35](=[O:37])[N:34]([CH3:38])[CH2:33][CH2:32][CH2:31][CH2:30][CH:29]=[CH:28][C@H:27]4[C@@:25]([C:39]([OH:41])=[O:40])([CH2:26]4)[NH:24][C:23]3=[O:44])[C:16]3[C:11](=[C:12]([Cl:47])[C:13]([O:45][CH3:46])=[CH:14][CH:15]=3)[N:10]=2)[S:7][CH:8]=1)([CH3:3])[CH3:2].